Dataset: Catalyst prediction with 721,799 reactions and 888 catalyst types from USPTO. Task: Predict which catalyst facilitates the given reaction. (1) Reactant: [CH3:1][CH2:2][Mg+].[Br-].C1COCC1.[Si:10]([O:17][CH2:18][CH:19]([CH2:22][C:23]1[CH:28]=[CH:27][C:26]([Cl:29])=[CH:25][CH:24]=1)[C:20]#[N:21])([C:13]([CH3:16])([CH3:15])[CH3:14])([CH3:12])[CH3:11].[OH-].[Na+]. Product: [Si:10]([O:17][CH2:18][CH:19]([C:20]1([NH2:21])[CH2:2][CH2:1]1)[CH2:22][C:23]1[CH:24]=[CH:25][C:26]([Cl:29])=[CH:27][CH:28]=1)([C:13]([CH3:16])([CH3:15])[CH3:14])([CH3:12])[CH3:11]. The catalyst class is: 876. (2) Reactant: Br[C:2]1[CH:7]=[CH:6][N:5]=[C:4]([CH3:8])[C:3]=1[CH3:9].[B:10](OC(C)C)([O:15]C(C)C)[O:11]C(C)C.[Li]CCCC. The catalyst class is: 182. Product: [CH3:8][C:4]1[C:3]([CH3:9])=[C:2]([B:10]([OH:15])[OH:11])[CH:7]=[CH:6][N:5]=1.